The task is: Predict the product of the given reaction.. This data is from Forward reaction prediction with 1.9M reactions from USPTO patents (1976-2016). (1) The product is: [C:18]([SiH2:17][O:16][C:15]([CH3:23])([CH3:22])[C:10]1[CH:11]=[C:12]2[C:7](=[CH:8][CH:9]=1)[CH:6]=[C:5]([C:3]([NH:24][NH2:25])=[O:2])[CH:14]=[CH:13]2)([CH3:21])([CH3:20])[CH3:19]. Given the reactants C[O:2][C:3]([C:5]1[CH:14]=[CH:13][C:12]2[C:7](=[CH:8][CH:9]=[C:10]([C:15]([CH3:23])([CH3:22])[O:16][SiH2:17][C:18]([CH3:21])([CH3:20])[CH3:19])[CH:11]=2)[CH:6]=1)=O.[NH2:24][NH2:25], predict the reaction product. (2) The product is: [NH2:1][C:2]1[C:7]([C:8]2[CH:9]=[C:10]([NH:16][S:17]([C:20]3[CH:21]=[CH:22][C:23]([OH:26])=[CH:24][CH:25]=3)(=[O:19])=[O:18])[C:11]([CH2:14][CH3:15])=[N:12][CH:13]=2)=[C:6]([NH:28][C@H:29]([C:31]2[N:36]([C:37]3[CH:42]=[CH:41][CH:40]=[CH:39][CH:38]=3)[C:35](=[O:43])[C:34]3=[C:44]([CH3:47])[CH:45]=[CH:46][N:33]3[N:32]=2)[CH3:30])[N:5]=[CH:4][N:3]=1. Given the reactants [NH2:1][C:2]1[C:7]([C:8]2[CH:9]=[C:10]([NH:16][S:17]([C:20]3[CH:25]=[CH:24][C:23]([O:26]C)=[CH:22][CH:21]=3)(=[O:19])=[O:18])[C:11]([CH2:14][CH3:15])=[N:12][CH:13]=2)=[C:6]([NH:28][C@H:29]([C:31]2[N:36]([C:37]3[CH:42]=[CH:41][CH:40]=[CH:39][CH:38]=3)[C:35](=[O:43])[C:34]3=[C:44]([CH3:47])[CH:45]=[CH:46][N:33]3[N:32]=2)[CH3:30])[N:5]=[CH:4][N:3]=1.B(Br)(Br)Br, predict the reaction product. (3) The product is: [F:32][C:33]1[CH:34]=[C:35]([CH:58]=[C:59]([F:61])[CH:60]=1)[CH2:36][C:37]1[C:45]2[C:40](=[CH:41][CH:42]=[CH:43][C:44]=2[CH2:46][CH2:47][C:48]2[CH:57]=[CH:56][C:51]([C:52]([OH:54])=[O:53])=[CH:50][CH:49]=2)[CH2:39][CH:38]=1. Given the reactants COC1C=C(C=C(OC)C=1)CC1C2C(=CC=CC=2CCC2C=CC(C(O)=O)=CC=2)CC=1.[F:32][C:33]1[CH:34]=[C:35]([CH:58]=[C:59]([F:61])[CH:60]=1)[CH2:36][C:37]1[C:45]2[C:40](=[CH:41][CH:42]=[CH:43][C:44]=2[CH2:46][CH2:47][C:48]2[CH:57]=[CH:56][C:51]([C:52]([O:54]C)=[O:53])=[CH:50][CH:49]=2)[CH2:39][CH:38]=1.[Li+].[OH-], predict the reaction product. (4) Given the reactants [CH3:8][CH:7]([CH3:9])[C:6](O[C:6](=[O:10])[CH:7]([CH3:9])[CH3:8])=[O:10].[NH2:12][C:13]1[CH:21]=[CH:20][C:16]([CH2:17][CH2:18][OH:19])=[CH:15][CH:14]=1.CCCCCCC, predict the reaction product. The product is: [OH:19][CH2:18][CH2:17][C:16]1[CH:20]=[CH:21][C:13]([NH:12][C:6](=[O:10])[CH:7]([CH3:8])[CH3:9])=[CH:14][CH:15]=1. (5) Given the reactants C([O:8][C:9]1[CH:14]=[C:13]([O:15][CH2:16][CH2:17][CH2:18][C:19]2[C:20]([O:34][CH2:35][CH3:36])=[N:21][N:22]([C:24]3[CH:29]=[CH:28][C:27]([C:30]([F:33])([F:32])[F:31])=[CH:26][N:25]=3)[CH:23]=2)[CH:12]=[CH:11][C:10]=1[CH2:37][CH2:38][C:39]([O:41][CH2:42][CH3:43])=[O:40])C1C=CC=CC=1.O1CCCC1, predict the reaction product. The product is: [CH2:35]([O:34][C:20]1[C:19]([CH2:18][CH2:17][CH2:16][O:15][C:13]2[CH:12]=[CH:11][C:10]([CH2:37][CH2:38][C:39]([O:41][CH2:42][CH3:43])=[O:40])=[C:9]([OH:8])[CH:14]=2)=[CH:23][N:22]([C:24]2[CH:29]=[CH:28][C:27]([C:30]([F:31])([F:33])[F:32])=[CH:26][N:25]=2)[N:21]=1)[CH3:36]. (6) Given the reactants [C:1]([O:5][C:6](=[O:22])[N:7]([CH:19]1[CH2:21][CH2:20]1)[CH2:8][CH2:9][C:10]1[CH:15]=[CH:14][C:13]([N+:16]([O-])=O)=[CH:12][CH:11]=1)([CH3:4])([CH3:3])[CH3:2], predict the reaction product. The product is: [C:1]([O:5][C:6](=[O:22])[N:7]([CH2:8][CH2:9][C:10]1[CH:15]=[CH:14][C:13]([NH2:16])=[CH:12][CH:11]=1)[CH:19]1[CH2:20][CH2:21]1)([CH3:4])([CH3:2])[CH3:3].